This data is from Reaction yield outcomes from USPTO patents with 853,638 reactions. The task is: Predict the reaction yield, written as a fraction of the theoretical maximum amount of product (1.0 means a 100% yield; for example, 0.34 means a 34% yield). (1) The reactants are Cl[C:2]1[CH:7]=[CH:6][CH:5]=[CH:4][C:3]=1Cl.[CH2:9]([Mg]Br)[CH2:10][CH2:11][CH2:12][CH2:13][CH2:14][CH2:15][CH2:16][CH2:17][CH2:18][CH2:19][CH3:20].Cl. The catalyst is [Ni](Cl)Cl.C(OCC)C. The product is [CH2:9]([C:2]1[CH:7]=[CH:6][CH:5]=[CH:4][C:3]=1[CH2:20][CH2:19][CH2:18][CH2:17][CH2:16][CH2:15][CH2:14][CH2:13][CH2:12][CH2:11][CH2:10][CH3:9])[CH2:10][CH2:11][CH2:12][CH2:13][CH2:14][CH2:15][CH2:16][CH2:17][CH2:18][CH2:19][CH3:20]. The yield is 0.840. (2) The reactants are C(OC(=O)[NH:7][CH:8]1[CH2:13][CH2:12][N:11]([CH2:14][CH2:15][N:16]2[C:21]3[CH:22]=[C:23]([F:27])[CH:24]=[C:25]([F:26])[C:20]=3[O:19][CH2:18][C:17]2=[O:28])[CH2:10][CH2:9]1)(C)(C)C.NC1CCN(CCN2C3C(=CC=C(C#N)C=3)C=CC2=O)CC1. No catalyst specified. The product is [NH2:7][CH:8]1[CH2:9][CH2:10][N:11]([CH2:14][CH2:15][N:16]2[C:21]3[CH:22]=[C:23]([F:27])[CH:24]=[C:25]([F:26])[C:20]=3[O:19][CH2:18][C:17]2=[O:28])[CH2:12][CH2:13]1. The yield is 1.00.